Dataset: Reaction yield outcomes from USPTO patents with 853,638 reactions. Task: Predict the reaction yield, written as a fraction of the theoretical maximum amount of product (1.0 means a 100% yield; for example, 0.34 means a 34% yield). (1) The reactants are [Cl:1][C:2]1[CH:19]=[CH:18][CH:17]=[CH:16][C:3]=1[C:4]([CH:6]1[C:11](=[O:12])OC(C)(C)OC1=O)=[O:5].[CH2:20]([NH2:23])[CH2:21][CH3:22]. The catalyst is C1(C)C=CC=CC=1. The product is [Cl:1][C:2]1[CH:19]=[CH:18][CH:17]=[CH:16][C:3]=1[C:4](=[O:5])[CH2:6][C:11]([NH:23][CH2:20][CH2:21][CH3:22])=[O:12]. The yield is 0.530. (2) The reactants are [CH2:1]([O:3][C:4](=[O:32])[CH2:5][CH:6]1[O:10][B:9]([OH:11])[C:8]2[CH:12]=[C:13]([O:17][C:18]3[CH:23]=[CH:22][CH:21]=[C:20]([O:24]CC4C=CC=CC=4)[CH:19]=3)[CH:14]=[C:15]([CH3:16])[C:7]1=2)[CH3:2]. The catalyst is CCO.[Pd]. The product is [CH2:1]([O:3][C:4](=[O:32])[CH2:5][CH:6]1[O:10][B:9]([OH:11])[C:8]2[CH:12]=[C:13]([O:17][C:18]3[CH:23]=[CH:22][CH:21]=[C:20]([OH:24])[CH:19]=3)[CH:14]=[C:15]([CH3:16])[C:7]1=2)[CH3:2]. The yield is 0.680.